From a dataset of Retrosynthesis with 50K atom-mapped reactions and 10 reaction types from USPTO. Predict the reactants needed to synthesize the given product. (1) The reactants are: CC(=O)c1ccc(Cl)nc1NC(=O)OC(C)(C)C.NCCNc1nc(-c2ccc(Cl)cc2Cl)cc2nccn12. Given the product CC(=O)c1ccc(NCCNc2nc(-c3ccc(Cl)cc3Cl)cc3nccn23)nc1NC(=O)OC(C)(C)C, predict the reactants needed to synthesize it. (2) Given the product CSc1nsc(OCc2ccco2)n1, predict the reactants needed to synthesize it. The reactants are: CSc1nsc(Cl)n1.OCc1ccco1.